Task: Predict the reaction yield, written as a fraction of the theoretical maximum amount of product (1.0 means a 100% yield; for example, 0.34 means a 34% yield).. Dataset: Reaction yield outcomes from USPTO patents with 853,638 reactions (1) The reactants are [C:1]([N:5]1[CH2:10][CH2:9][NH:8][CH2:7][CH2:6]1)([CH3:4])([CH3:3])[CH3:2].Br[CH2:12][C:13]1[CH:18]=[CH:17][C:16]([NH:19][C:20](=[O:25])[C:21]([F:24])([F:23])[F:22])=[CH:15][C:14]=1[C:26]([F:29])([F:28])[F:27]. The catalyst is CCO. The product is [C:1]([N:5]1[CH2:10][CH2:9][N:8]([CH2:12][C:13]2[CH:18]=[CH:17][C:16]([NH:19][C:20](=[O:25])[C:21]([F:24])([F:23])[F:22])=[CH:15][C:14]=2[C:26]([F:27])([F:28])[F:29])[CH2:7][CH2:6]1)([CH3:4])([CH3:3])[CH3:2]. The yield is 0.420. (2) The reactants are [H-].[Al+3].[Li+].[H-].[H-].[H-].[N:7]1([C:13](=O)[CH2:14][CH2:15][C:16]2[C:24]3[CH2:23][CH2:22][CH2:21][CH2:20][C:19]=3[NH:18][CH:17]=2)[CH2:12][CH2:11][O:10][CH2:9][CH2:8]1. The catalyst is O1CCCC1.[OH-].[Na+]. The product is [N:7]1([CH2:13][CH2:14][CH2:15][C:16]2[C:24]3[CH2:23][CH2:22][CH2:21][CH2:20][C:19]=3[NH:18][CH:17]=2)[CH2:12][CH2:11][O:10][CH2:9][CH2:8]1. The yield is 0.890. (3) The reactants are CCN(C(C)C)C(C)C.FC(F)(F)C(O)=O.[F:17][C:18]1[CH:23]=[CH:22][C:21]([S:24]([C@@:27]2([C:32]3[CH:37]=[CH:36][C:35]([C:38]([F:47])([C:43]([F:46])([F:45])[F:44])[C:39]([F:42])([F:41])[F:40])=[CH:34][CH:33]=3)[CH2:31][CH2:30][NH:29][CH2:28]2)(=[O:26])=[O:25])=[CH:20][CH:19]=1.Br[CH2:49][C:50]([NH2:52])=[O:51]. The catalyst is ClCCl. The product is [F:17][C:18]1[CH:23]=[CH:22][C:21]([S:24]([C@@:27]2([C:32]3[CH:33]=[CH:34][C:35]([C:38]([F:47])([C:39]([F:42])([F:41])[F:40])[C:43]([F:44])([F:45])[F:46])=[CH:36][CH:37]=3)[CH2:31][CH2:30][N:29]([CH2:49][C:50]([NH2:52])=[O:51])[CH2:28]2)(=[O:25])=[O:26])=[CH:20][CH:19]=1. The yield is 0.620.